Dataset: NCI-60 drug combinations with 297,098 pairs across 59 cell lines. Task: Regression. Given two drug SMILES strings and cell line genomic features, predict the synergy score measuring deviation from expected non-interaction effect. Drug 1: COC1=CC(=CC(=C1O)OC)C2C3C(COC3=O)C(C4=CC5=C(C=C24)OCO5)OC6C(C(C7C(O6)COC(O7)C8=CC=CS8)O)O. Drug 2: CC1CCC2CC(C(=CC=CC=CC(CC(C(=O)C(C(C(=CC(C(=O)CC(OC(=O)C3CCCCN3C(=O)C(=O)C1(O2)O)C(C)CC4CCC(C(C4)OC)OCCO)C)C)O)OC)C)C)C)OC. Cell line: MDA-MB-231. Synergy scores: CSS=39.9, Synergy_ZIP=0.0172, Synergy_Bliss=2.05, Synergy_Loewe=5.42, Synergy_HSA=6.96.